This data is from Reaction yield outcomes from USPTO patents with 853,638 reactions. The task is: Predict the reaction yield, written as a fraction of the theoretical maximum amount of product (1.0 means a 100% yield; for example, 0.34 means a 34% yield). The reactants are [N:1]([O-:3])=[O:2].[Na+].[CH:5]1([C:8]2[C:17]3[C:12](=[CH:13][CH:14]=[CH:15][CH:16]=3)[CH:11]=[CH:10][CH:9]=2)[CH2:7][CH2:6]1.O. The catalyst is C(OCC)(=O)C. The product is [CH:5]1([C:8]2[C:17]3[C:12](=[CH:13][CH:14]=[CH:15][CH:16]=3)[C:11]([N+:1]([O-:3])=[O:2])=[CH:10][CH:9]=2)[CH2:7][CH2:6]1. The yield is 0.640.